From a dataset of Full USPTO retrosynthesis dataset with 1.9M reactions from patents (1976-2016). Predict the reactants needed to synthesize the given product. (1) Given the product [NH2:31][C:26]1[CH:27]=[CH:28][CH:29]=[CH:30][C:25]=1[NH:32][C:22](=[O:24])[CH2:21][CH2:20][CH2:19][CH2:18][CH2:17][CH2:16][NH:15][C:13]([C:1]1[C:11]2=[C:12]3[C:7](=[CH:8][CH:9]=[CH:10]2)[CH2:6][CH2:5][CH2:4][N:3]3[CH:2]=1)=[O:14], predict the reactants needed to synthesize it. The reactants are: [C:1]1([C:13]([NH:15][CH2:16][CH2:17][CH2:18][CH2:19][CH2:20][CH2:21][C:22]([OH:24])=O)=[O:14])[C:11]2=[C:12]3[C:7](=[CH:8][CH:9]=[CH:10]2)[CH2:6][CH2:5][CH2:4][N:3]3[CH:2]=1.[C:25]1([NH2:32])[C:26]([NH2:31])=[CH:27][CH:28]=[CH:29][CH:30]=1. (2) Given the product [CH3:38][O:37][C:31]1[CH:30]=[C:29]([C:26]2[CH:27]=[CH:28][C:23]3[N:24]([C:20]([C:17]4[CH:16]=[N:15][C:14]([N:11]5[CH2:10][CH2:9][NH:8][CH2:13][CH2:12]5)=[CH:19][CH:18]=4)=[C:21]([CH3:39])[N:22]=3)[N:25]=2)[CH:34]=[CH:33][C:32]=1[O:35][CH3:36], predict the reactants needed to synthesize it. The reactants are: C(OC([N:8]1[CH2:13][CH2:12][N:11]([C:14]2[CH:19]=[CH:18][C:17]([C:20]3[N:24]4[N:25]=[C:26]([C:29]5[CH:34]=[CH:33][C:32]([O:35][CH3:36])=[C:31]([O:37][CH3:38])[CH:30]=5)[CH:27]=[CH:28][C:23]4=[N:22][C:21]=3[CH3:39])=[CH:16][N:15]=2)[CH2:10][CH2:9]1)=O)(C)(C)C.C([O-])(O)=O.[Na+].